This data is from Choline transporter screen with 302,306 compounds. The task is: Binary Classification. Given a drug SMILES string, predict its activity (active/inactive) in a high-throughput screening assay against a specified biological target. (1) The compound is O1N=C(CC1COC(=O)c1cc(OC)c(OC)c(OC)c1)c1ccccc1. The result is 0 (inactive). (2) The compound is O=C(NCCNc1ccc([N+]([O-])=O)cc1)c1ccc(OC)cc1. The result is 0 (inactive). (3) The compound is BrC1(Br)C(C1)(C)C(=O)N\N=C(\c1cc(NC(=O)Cc2ccc(OC)cc2)ccc1)C. The result is 0 (inactive).